Dataset: Forward reaction prediction with 1.9M reactions from USPTO patents (1976-2016). Task: Predict the product of the given reaction. Given the reactants [CH:1]1[NH:5][CH:4]=[C:3]2[C:6](=[O:10])[O:7][CH2:8][CH2:9][C:2]=12.CN(C)[CH:13]=[O:14].P(Cl)(Cl)(Cl)=O, predict the reaction product. The product is: [O:10]=[C:6]1[C:3]2=[CH:4][NH:5][C:1]([CH:13]=[O:14])=[C:2]2[CH2:9][CH2:8][O:7]1.